Predict the reaction yield, written as a fraction of the theoretical maximum amount of product (1.0 means a 100% yield; for example, 0.34 means a 34% yield). From a dataset of Reaction yield outcomes from USPTO patents with 853,638 reactions. (1) The reactants are [CH2:1]([N:8]1[CH2:12][CH2:11][C@H:10]([OH:13])[CH2:9]1)[C:2]1[CH:7]=[CH:6][CH:5]=[CH:4][CH:3]=1.N12CCN(CC1)CC2.[C:22]1([CH3:32])[CH:27]=[CH:26][C:25]([S:28](Cl)(=[O:30])=[O:29])=[CH:24][CH:23]=1. The catalyst is CC(OC)(C)C. The product is [CH2:1]([N:8]1[CH2:12][CH2:11][C@H:10]([O:13][S:28]([C:25]2[CH:26]=[CH:27][C:22]([CH3:32])=[CH:23][CH:24]=2)(=[O:30])=[O:29])[CH2:9]1)[C:2]1[CH:3]=[CH:4][CH:5]=[CH:6][CH:7]=1. The yield is 0.940. (2) The reactants are [F:1][C:2]1[CH:7]=[CH:6][CH:5]=[CH:4][C:3]=1[CH2:8][C:9]([OH:11])=[O:10].[C:12]1([C@@H:18](O)[CH3:19])[CH:17]=[CH:16][CH:15]=[CH:14][CH:13]=1.CCN=C=NCCCN(C)C. The catalyst is CN(C1C=CN=CC=1)C.C(Cl)Cl. The product is [F:1][C:2]1[CH:7]=[CH:6][CH:5]=[CH:4][C:3]=1[CH2:8][C:9]([O:11][C@H:18]([C:12]1[CH:17]=[CH:16][CH:15]=[CH:14][CH:13]=1)[CH3:19])=[O:10]. The yield is 0.920. (3) The reactants are [CH3:1][N:2]1[C:10]([C:11]2[CH:16]=[CH:15][C:14]([O:17][C:18]([F:21])([F:20])[F:19])=[CH:13][CH:12]=2)=[C:9]2[C:4]([C:5]3[CH:25]=[CH:24][C:23]([CH2:26][OH:27])=[CH:22][C:6]=3[CH:7]=[CH:8]2)=[N:3]1. The catalyst is C(Cl)(Cl)Cl.O=[Mn]=O. The product is [CH3:1][N:2]1[C:10]([C:11]2[CH:16]=[CH:15][C:14]([O:17][C:18]([F:19])([F:20])[F:21])=[CH:13][CH:12]=2)=[C:9]2[C:4]([C:5]3[CH:25]=[CH:24][C:23]([CH:26]=[O:27])=[CH:22][C:6]=3[CH:7]=[CH:8]2)=[N:3]1. The yield is 0.780.